From a dataset of Full USPTO retrosynthesis dataset with 1.9M reactions from patents (1976-2016). Predict the reactants needed to synthesize the given product. (1) Given the product [CH2:25]([O:24][C:22](=[O:23])[NH:21][CH2:20][CH2:19][CH2:18][CH2:17][C@H:16]([NH:15][C:14]([C@H:10]1[CH2:11][CH2:12][CH2:13][NH:8][CH2:9]1)=[O:43])[C:32]([C:34]1[S:35][C:36]2[CH:42]=[CH:41][CH:40]=[CH:39][C:37]=2[N:38]=1)=[O:33])[C:26]1[CH:27]=[CH:28][CH:29]=[CH:30][CH:31]=1, predict the reactants needed to synthesize it. The reactants are: C(OC([N:8]1[CH2:13][CH2:12][CH2:11][C@H:10]([C:14](=[O:43])[NH:15][C@H:16]([C:32]([C:34]2[S:35][C:36]3[CH:42]=[CH:41][CH:40]=[CH:39][C:37]=3[N:38]=2)=[O:33])[CH2:17][CH2:18][CH2:19][CH2:20][NH:21][C:22]([O:24][CH2:25][C:26]2[CH:31]=[CH:30][CH:29]=[CH:28][CH:27]=2)=[O:23])[CH2:9]1)=O)(C)(C)C.Cl.CCOC(C)=O. (2) Given the product [F:1][C:2]1[C:3]([C:8]2[CH2:13][CH2:12][N:11]([C:14]([C:16]3[N:17]=[C:18]4[C:23]([C:24]([F:27])([F:25])[F:26])=[CH:22][C:21]([C:28]5[CH:32]=[CH:31][O:30][CH:29]=5)=[CH:20][N:19]4[C:33]=3[CH:34]([OH:35])[CH3:36])=[O:15])[CH2:10][CH:9]=2)=[N:4][CH:5]=[CH:6][CH:7]=1, predict the reactants needed to synthesize it. The reactants are: [F:1][C:2]1[C:3]([C:8]2[CH2:9][CH2:10][N:11]([C:14]([C:16]3[N:17]=[C:18]4[C:23]([C:24]([F:27])([F:26])[F:25])=[CH:22][C:21]([C:28]5[CH:32]=[CH:31][O:30][CH:29]=5)=[CH:20][N:19]4[C:33]=3[CH2:34][OH:35])=[O:15])[CH2:12][CH:13]=2)=[N:4][CH:5]=[CH:6][CH:7]=1.[CH3:36][Mg]Br. (3) Given the product [CH3:3][N:4]([N:6]=[N:7][C:8]1[CH:12]=[C:11]([C:13]2[CH:18]=[CH:17][CH:16]=[CH:15][CH:14]=2)[Se:10][C:9]=1[C:19]([NH2:2])=[O:21])[CH3:5], predict the reactants needed to synthesize it. The reactants are: [OH-].[NH4+:2].[CH3:3][N:4]([N:6]=[N:7][C:8]1[CH:12]=[C:11]([C:13]2[CH:18]=[CH:17][CH:16]=[CH:15][CH:14]=2)[Se:10][C:9]=1[C:19]([O:21]CC)=O)[CH3:5].O.